Dataset: Full USPTO retrosynthesis dataset with 1.9M reactions from patents (1976-2016). Task: Predict the reactants needed to synthesize the given product. Given the product [CH3:1][O:2][C:3](=[O:21])[CH2:4][NH:5][CH2:6][CH2:7][N:8]1[CH2:13][CH2:12][O:11][CH2:10][CH2:9]1, predict the reactants needed to synthesize it. The reactants are: [CH3:1][O:2][C:3](=[O:21])[CH2:4][N:5](C(OC(C)(C)C)=O)[CH2:6][CH2:7][N:8]1[CH2:13][CH2:12][O:11][CH2:10][CH2:9]1.C(O)(C(F)(F)F)=O.